From a dataset of NCI-60 drug combinations with 297,098 pairs across 59 cell lines. Regression. Given two drug SMILES strings and cell line genomic features, predict the synergy score measuring deviation from expected non-interaction effect. (1) Drug 1: C1=CC(=C2C(=C1NCCNCCO)C(=O)C3=C(C=CC(=C3C2=O)O)O)NCCNCCO. Drug 2: CC1C(C(CC(O1)OC2CC(CC3=C2C(=C4C(=C3O)C(=O)C5=C(C4=O)C(=CC=C5)OC)O)(C(=O)CO)O)N)O.Cl. Cell line: SK-MEL-5. Synergy scores: CSS=60.8, Synergy_ZIP=-1.39, Synergy_Bliss=0.249, Synergy_Loewe=0.675, Synergy_HSA=2.83. (2) Drug 1: CC1=C(N=C(N=C1N)C(CC(=O)N)NCC(C(=O)N)N)C(=O)NC(C(C2=CN=CN2)OC3C(C(C(C(O3)CO)O)O)OC4C(C(C(C(O4)CO)O)OC(=O)N)O)C(=O)NC(C)C(C(C)C(=O)NC(C(C)O)C(=O)NCCC5=NC(=CS5)C6=NC(=CS6)C(=O)NCCC[S+](C)C)O. Drug 2: COCCOC1=C(C=C2C(=C1)C(=NC=N2)NC3=CC=CC(=C3)C#C)OCCOC.Cl. Cell line: CCRF-CEM. Synergy scores: CSS=42.4, Synergy_ZIP=-1.44, Synergy_Bliss=-1.30, Synergy_Loewe=-25.0, Synergy_HSA=-2.15. (3) Drug 1: CC1=C(C=C(C=C1)NC2=NC=CC(=N2)N(C)C3=CC4=NN(C(=C4C=C3)C)C)S(=O)(=O)N.Cl. Drug 2: CC(C)CN1C=NC2=C1C3=CC=CC=C3N=C2N. Cell line: 786-0. Synergy scores: CSS=-0.142, Synergy_ZIP=-0.160, Synergy_Bliss=1.26, Synergy_Loewe=-0.255, Synergy_HSA=0.163. (4) Drug 1: CCC1=C2CN3C(=CC4=C(C3=O)COC(=O)C4(CC)O)C2=NC5=C1C=C(C=C5)O. Drug 2: C1C(C(OC1N2C=NC3=C2NC=NCC3O)CO)O. Cell line: SW-620. Synergy scores: CSS=39.9, Synergy_ZIP=5.47, Synergy_Bliss=3.52, Synergy_Loewe=-60.7, Synergy_HSA=3.32. (5) Drug 1: CC1C(C(CC(O1)OC2CC(CC3=C2C(=C4C(=C3O)C(=O)C5=C(C4=O)C(=CC=C5)OC)O)(C(=O)CO)O)N)O.Cl. Drug 2: CC12CCC3C(C1CCC2OP(=O)(O)O)CCC4=C3C=CC(=C4)OC(=O)N(CCCl)CCCl.[Na+]. Cell line: HS 578T. Synergy scores: CSS=-3.02, Synergy_ZIP=3.50, Synergy_Bliss=5.01, Synergy_Loewe=-5.83, Synergy_HSA=-4.02. (6) Drug 1: C1=CC(=CC=C1CC(C(=O)O)N)N(CCCl)CCCl.Cl. Drug 2: COC1=NC(=NC2=C1N=CN2C3C(C(C(O3)CO)O)O)N. Cell line: EKVX. Synergy scores: CSS=-2.06, Synergy_ZIP=5.56, Synergy_Bliss=4.91, Synergy_Loewe=-7.21, Synergy_HSA=-4.75.